Task: Predict the reactants needed to synthesize the given product.. Dataset: Full USPTO retrosynthesis dataset with 1.9M reactions from patents (1976-2016) Given the product [Cl:10][C:7]1[CH:8]=[CH:9][C:4]([C:3]([OH:22])=[O:2])=[CH:5][C:6]=1[O:11][CH2:12][CH2:13][C:14]1[CH:19]=[CH:18][C:17]([Cl:20])=[CH:16][C:15]=1[Cl:21], predict the reactants needed to synthesize it. The reactants are: C[O:2][C:3](=[O:22])[C:4]1[CH:9]=[CH:8][C:7]([Cl:10])=[C:6]([O:11][CH2:12][CH2:13][C:14]2[CH:19]=[CH:18][C:17]([Cl:20])=[CH:16][C:15]=2[Cl:21])[CH:5]=1.O.[OH-].[Na+].Cl.